This data is from NCI-60 drug combinations with 297,098 pairs across 59 cell lines. The task is: Regression. Given two drug SMILES strings and cell line genomic features, predict the synergy score measuring deviation from expected non-interaction effect. (1) Drug 1: CS(=O)(=O)C1=CC(=C(C=C1)C(=O)NC2=CC(=C(C=C2)Cl)C3=CC=CC=N3)Cl. Drug 2: C1CN1P(=S)(N2CC2)N3CC3. Cell line: HS 578T. Synergy scores: CSS=-0.0880, Synergy_ZIP=-0.958, Synergy_Bliss=-8.66, Synergy_Loewe=-21.3, Synergy_HSA=-14.9. (2) Drug 1: CN(C)N=NC1=C(NC=N1)C(=O)N. Drug 2: CCC1(C2=C(COC1=O)C(=O)N3CC4=CC5=C(C=CC(=C5CN(C)C)O)N=C4C3=C2)O.Cl. Cell line: OVCAR-4. Synergy scores: CSS=5.25, Synergy_ZIP=0.196, Synergy_Bliss=3.20, Synergy_Loewe=0.872, Synergy_HSA=2.58.